Dataset: Reaction yield outcomes from USPTO patents with 853,638 reactions. Task: Predict the reaction yield, written as a fraction of the theoretical maximum amount of product (1.0 means a 100% yield; for example, 0.34 means a 34% yield). (1) The reactants are Cl[C:2]1[N:7]=[C:6]([NH:8][CH2:9][C:10]2[CH:14]=[C:13]([CH3:15])[O:12][C:11]=2[CH3:16])[C:5]([F:17])=[CH:4][N:3]=1.[NH2:18][C:19]1[CH:20]=[C:21]([OH:25])[CH:22]=[CH:23][CH:24]=1. No catalyst specified. The product is [CH3:16][C:11]1[O:12][C:13]([CH3:15])=[CH:14][C:10]=1[CH2:9][NH:8][C:6]1[C:5]([F:17])=[CH:4][N:3]=[C:2]([NH:18][C:19]2[CH:24]=[CH:23][CH:22]=[C:21]([OH:25])[CH:20]=2)[N:7]=1. The yield is 0.510. (2) The catalyst is O. The yield is 0.992. The product is [S:1]([CH:5]([CH2:9][C:10]([O-:12])=[O:11])[C:6]([O-:8])=[O:7])([OH:4])(=[O:3])=[O:2].[Na+:17].[Na+:17]. The reactants are [S:1]([CH:5]([CH2:9][C:10]([OH:12])=[O:11])[C:6]([OH:8])=[O:7])([OH:4])(=[O:3])=[O:2].C([O-])(=O)C.[Na+:17]. (3) The yield is 0.550. The product is [Cl:13][C:14]1[CH:15]=[C:16]([CH:21]([C:36]([F:39])([F:37])[F:38])/[CH:22]=[CH:23]/[C:24]2[CH:34]=[CH:33][C:27]([C:28]([NH:8][CH2:7][C:5]3[CH:6]=[N:1][CH:2]=[N:3][CH:4]=3)=[O:29])=[C:26]([CH3:35])[CH:25]=2)[CH:17]=[C:18]([Cl:20])[CH:19]=1. The reactants are [N:1]1[CH:6]=[C:5]([CH2:7][NH2:8])[CH:4]=[N:3][CH:2]=1.C[Al](C)C.[Cl:13][C:14]1[CH:15]=[C:16]([CH:21]([C:36]([F:39])([F:38])[F:37])/[CH:22]=[CH:23]/[C:24]2[CH:34]=[CH:33][C:27]([C:28](OCC)=[O:29])=[C:26]([CH3:35])[CH:25]=2)[CH:17]=[C:18]([Cl:20])[CH:19]=1. The catalyst is C(Cl)Cl. (4) The reactants are Cl[C:2]1[N:7]=[C:6]([NH:8][CH2:9][CH2:10][N:11]([CH3:13])[CH3:12])[N:5]=[C:4]2[N:14]([C:19]3[C:24]([F:25])=[CH:23][CH:22]=[CH:21][C:20]=3[F:26])[C:15](=[O:18])[NH:16][CH2:17][C:3]=12.O.C(=O)([O-])[O-].[K+].[K+].[CH3:34][C:35]([O:38][C:39]([C:41]1[CH:42]=[C:43]([F:51])[C:44]([CH3:50])=[C:45](B(O)O)[CH:46]=1)=[O:40])([CH3:37])[CH3:36]. The catalyst is O1CCOCC1.C1C=CC([P]([Pd]([P](C2C=CC=CC=2)(C2C=CC=CC=2)C2C=CC=CC=2)([P](C2C=CC=CC=2)(C2C=CC=CC=2)C2C=CC=CC=2)[P](C2C=CC=CC=2)(C2C=CC=CC=2)C2C=CC=CC=2)(C2C=CC=CC=2)C2C=CC=CC=2)=CC=1. The product is [F:26][C:20]1[CH:21]=[CH:22][CH:23]=[C:24]([F:25])[C:19]=1[N:14]1[C:4]2[N:5]=[C:6]([NH:8][CH2:9][CH2:10][N:11]([CH3:13])[CH3:12])[N:7]=[C:2]([C:45]3[CH:46]=[C:41]([CH:42]=[C:43]([F:51])[C:44]=3[CH3:50])[C:39]([O:38][C:35]([CH3:34])([CH3:36])[CH3:37])=[O:40])[C:3]=2[CH2:17][NH:16][C:15]1=[O:18]. The yield is 0.880. (5) The product is [CH2:22]([O:12][C:7]1[C:8]([O:10][CH3:11])=[CH:9][C:2]([Br:1])=[C:3]([CH:6]=1)[CH:4]=[O:5])[C:23]1[CH:28]=[CH:27][CH:26]=[CH:25][CH:24]=1. The reactants are [Br:1][C:2]1[CH:9]=[C:8]([O:10][CH3:11])[C:7]([OH:12])=[CH:6][C:3]=1[CH:4]=[O:5].C([O-])([O-])=O.[K+].[K+].C(#N)C.[CH2:22](Br)[C:23]1[CH:28]=[CH:27][CH:26]=[CH:25][CH:24]=1. The yield is 0.830. The catalyst is O. (6) The reactants are [CH3:1][C:2]1[CH:7]=[C:6]([NH2:8])[CH:5]=[CH:4][N:3]=1.C[Al](C)C.C([O:15][C:16]([C:18]1[N:19]=[C:20]([CH3:31])[S:21][C:22]=1[NH:23][C:24]([O:26][C:27]([CH3:30])([CH3:29])[CH3:28])=[O:25])=O)C.S([O-])([O-])(=O)=O.[Na+].[Na+]. The catalyst is O1CCOCC1.O. The product is [C:27]([O:26][C:24](=[O:25])[NH:23][C:22]1[S:21][C:20]([CH3:31])=[N:19][C:18]=1[C:16](=[O:15])[NH:8][C:6]1[CH:5]=[CH:4][N:3]=[C:2]([CH3:1])[CH:7]=1)([CH3:30])([CH3:28])[CH3:29]. The yield is 0.830. (7) The reactants are [NH:1]1[C:9]2[C:4](=[CH:5][CH:6]=[CH:7][CH:8]=2)[C:3]([CH:10]=O)=[N:2]1.[F:12][CH:13]([F:29])[C:14]1[N:18]2[N:19]=[C:20]([N:23]3[CH2:28][CH2:27][NH:26][CH2:25][CH2:24]3)[CH:21]=[CH:22][C:17]2=[N:16][N:15]=1. No catalyst specified. The product is [F:29][CH:13]([F:12])[C:14]1[N:18]2[N:19]=[C:20]([N:23]3[CH2:24][CH2:25][N:26]([CH2:10][C:3]4[C:4]5[C:9](=[CH:8][CH:7]=[CH:6][CH:5]=5)[NH:1][N:2]=4)[CH2:27][CH2:28]3)[CH:21]=[CH:22][C:17]2=[N:16][N:15]=1. The yield is 0.650.